This data is from Catalyst prediction with 721,799 reactions and 888 catalyst types from USPTO. The task is: Predict which catalyst facilitates the given reaction. Reactant: [CH:1]([N:4]([CH:7]([CH3:9])[CH3:8])[CH2:5][CH3:6])(C)C.[CH3:10][N:11](C(ON1N=NC2C=CC=CC1=2)=[N+](C)C)[CH3:12].F[P-](F)(F)(F)(F)F.C(C1CCN(NC)CC1)C.[CH2:44]([O:46][C:47](=[O:59])[CH2:48][N:49]1[CH:53]=[CH:52][N:51]=[C:50]1[CH2:54][CH2:55][C:56]([OH:58])=O)[CH3:45]. Product: [CH2:5]([N:4]([CH3:1])[CH:7]1[CH2:9][CH2:12][N:11]([C:56](=[O:58])[CH2:55][CH2:54][C:50]2[N:49]([CH2:48][C:47]([O:46][CH2:44][CH3:45])=[O:59])[CH:53]=[CH:52][N:51]=2)[CH2:10][CH2:8]1)[CH3:6]. The catalyst class is: 22.